This data is from Catalyst prediction with 721,799 reactions and 888 catalyst types from USPTO. The task is: Predict which catalyst facilitates the given reaction. (1) Reactant: [NH3:1].S(O)(O)(=O)=O.N[OH:8].S(=O)(=O)(O)O.S([O-])([O-])(=O)=O.[NH4+].[NH4+].[C:21]1(=O)[CH2:32][CH2:31][CH2:30][CH2:29][CH2:28][CH2:27][CH2:26][CH2:25][CH2:24][CH2:23][CH2:22]1. Product: [C:21]1(=[N:1][OH:8])[CH2:32][CH2:31][CH2:30][CH2:29][CH2:28][CH2:27][CH2:26][CH2:25][CH2:24][CH2:23][CH2:22]1. The catalyst class is: 11. (2) Reactant: C(O[C:9](=[O:33])[NH:10][C@@H:11]1[CH2:16][CH2:15][CH2:14][CH2:13][C@H:12]1[CH2:17][N:18]1[CH2:23][C:22](=[O:24])[NH:21][C@@H:20]([CH2:25][C:26]2[CH:31]=[CH:30][C:29]([F:32])=[CH:28][CH:27]=2)[CH2:19]1)C1C=CC=CC=1.C1(OC(=O)[NH:42][C:43]2[S:44][C:45]([C:49](=[O:51])[CH3:50])=[C:46]([CH3:48])[N:47]=2)C=CC=CC=1. The catalyst class is: 751. Product: [C:49]([C:45]1[S:44][C:43]([NH:42][C:9]([NH:10][C@@H:11]2[CH2:16][CH2:15][CH2:14][CH2:13][C@H:12]2[CH2:17][N:18]2[CH2:23][C:22](=[O:24])[NH:21][C@@H:20]([CH2:25][C:26]3[CH:31]=[CH:30][C:29]([F:32])=[CH:28][CH:27]=3)[CH2:19]2)=[O:33])=[N:47][C:46]=1[CH3:48])(=[O:51])[CH3:50]. (3) Reactant: F[C:2]1[CH:7]=[CH:6][CH:5]=[CH:4][C:3]=1[N+:8]([O-:10])=[O:9].C(=O)([O-])[O-].[K+].[K+].[F:17][CH:18]([F:21])[CH2:19][OH:20].O. Product: [F:17][CH:18]([F:21])[CH2:19][O:20][C:2]1[CH:7]=[CH:6][CH:5]=[CH:4][C:3]=1[N+:8]([O-:10])=[O:9]. The catalyst class is: 9. (4) Product: [C:28]([Si:32]([CH3:34])([CH3:33])[O:27][CH2:26][CH2:25][C:23]1[N:22]=[CH:21][N:20]([C:1]([C:14]2[CH:15]=[CH:16][CH:17]=[CH:18][CH:19]=2)([C:8]2[CH:9]=[CH:10][CH:11]=[CH:12][CH:13]=2)[C:2]2[CH:7]=[CH:6][CH:5]=[CH:4][CH:3]=2)[CH:24]=1)([CH3:31])([CH3:30])[CH3:29]. Reactant: [C:1]([N:20]1[CH:24]=[C:23]([CH2:25][CH2:26][OH:27])[N:22]=[CH:21]1)([C:14]1[CH:19]=[CH:18][CH:17]=[CH:16][CH:15]=1)([C:8]1[CH:13]=[CH:12][CH:11]=[CH:10][CH:9]=1)[C:2]1[CH:7]=[CH:6][CH:5]=[CH:4][CH:3]=1.[C:28]([Si:32](Cl)([CH3:34])[CH3:33])([CH3:31])([CH3:30])[CH3:29].CN(C1C=CC=CN=1)C.N1C=CN=C1. The catalyst class is: 39. (5) Reactant: O[CH2:2][C:3]1[CH:8]=[CH:7][C:6]([C:9]2[N:13]=[N:12][NH:11][C:10]=2[C:14]#[N:15])=[CH:5][CH:4]=1.N1C=CC=CC=1.S(Cl)([Cl:24])=O. Product: [Cl:24][CH2:2][C:3]1[CH:8]=[CH:7][C:6]([C:9]2[N:13]=[N:12][NH:11][C:10]=2[C:14]#[N:15])=[CH:5][CH:4]=1. The catalyst class is: 91. (6) Reactant: C(OC([C@@:8]12[CH2:15][CH2:14][C:13]([F:17])([F:16])[C@@H:12]1[CH2:11][N:10]([C:18]([O:20][CH2:21][C:22]1[CH:27]=[CH:26][CH:25]=[CH:24][CH:23]=1)=[O:19])[CH2:9]2)=O)(C)(C)C.FC(F)(F)C(O)=O.C([N:37](CC)CC)C.C1(P(N=[N+]=[N-])(C2C=CC=CC=2)=O)C=CC=CC=1.[C:59](O[C:59]([O:61][C:62]([CH3:65])([CH3:64])[CH3:63])=[O:60])([O:61][C:62]([CH3:65])([CH3:64])[CH3:63])=[O:60]. Product: [CH2:21]([O:20][C:18]([N:10]1[CH2:11][C@@H:12]2[C@@:8]([NH:37][C:59]([O:61][C:62]([CH3:65])([CH3:64])[CH3:63])=[O:60])([CH2:15][CH2:14][C:13]2([F:17])[F:16])[CH2:9]1)=[O:19])[C:22]1[CH:23]=[CH:24][CH:25]=[CH:26][CH:27]=1. The catalyst class is: 4.